This data is from Full USPTO retrosynthesis dataset with 1.9M reactions from patents (1976-2016). The task is: Predict the reactants needed to synthesize the given product. Given the product [F:26][C:27]1[CH:32]=[CH:31][CH:30]=[CH:29][C:28]=1[C:33]1[CH:34]=[CH:35][C:36]([O:39][C:40]2[C:54]([CH:55]3[CH2:59][CH2:58][CH2:57][N:56]3[C:10](=[O:11])[CH2:9][NH:8][CH3:6])=[CH:53][C:43]3[NH:44][C:45]([C:47]4[CH:52]=[CH:51][CH:50]=[CH:49][N:48]=4)=[N:46][C:42]=3[CH:41]=2)=[CH:37][CH:38]=1, predict the reactants needed to synthesize it. The reactants are: C(O[C:6]([N:8](C)[CH2:9][C:10](O)=[O:11])=O)(C)(C)C.Cl.CN(C)CCCN=C=NCC.[F:26][C:27]1[CH:32]=[CH:31][CH:30]=[CH:29][C:28]=1[C:33]1[CH:38]=[CH:37][C:36]([O:39][C:40]2[C:54]([CH:55]3[CH2:59][CH2:58][CH2:57][NH:56]3)=[CH:53][C:43]3[NH:44][C:45]([C:47]4[CH:52]=[CH:51][CH:50]=[CH:49][N:48]=4)=[N:46][C:42]=3[CH:41]=2)=[CH:35][CH:34]=1.Cl.O1CCOCC1.C(=O)([O-])[O-].[Na+].[Na+].